Dataset: Full USPTO retrosynthesis dataset with 1.9M reactions from patents (1976-2016). Task: Predict the reactants needed to synthesize the given product. (1) Given the product [OH:35][CH2:34][CH2:36][NH:37][C:4]([C:6]1[C:7]2[S:14][CH:13]=[C:12]([CH2:15][O:16][C:17]3[CH:22]=[CH:21][CH:20]=[C:19]([NH:23][C:24](=[O:33])[C:25]4[CH:30]=[CH:29][CH:28]=[CH:27][C:26]=4[OH:31])[CH:18]=3)[C:8]=2[CH:9]=[N:10][CH:11]=1)=[O:5], predict the reactants needed to synthesize it. The reactants are: C(O[C:4]([C:6]1[C:7]2[S:14][CH:13]=[C:12]([CH2:15][O:16][C:17]3[CH:22]=[CH:21][CH:20]=[C:19]([NH:23][C:24](=[O:33])[C:25]4[CH:30]=[CH:29][CH:28]=[CH:27][C:26]=4[O:31]C)[CH:18]=3)[C:8]=2[CH:9]=[N:10][CH:11]=1)=[O:5])C.[CH2:34]([CH2:36][NH2:37])[OH:35]. (2) Given the product [C:15]([C:17]1[CH:18]=[C:19]([NH:23][C:2]2[C:11]3[C:6](=[CH:7][C:8]([N+:12]([O-:14])=[O:13])=[CH:9][CH:10]=3)[N:5]=[CH:4][N:3]=2)[CH:20]=[CH:21][CH:22]=1)#[CH:16], predict the reactants needed to synthesize it. The reactants are: Cl[C:2]1[C:11]2[C:6](=[CH:7][C:8]([N+:12]([O-:14])=[O:13])=[CH:9][CH:10]=2)[N:5]=[CH:4][N:3]=1.[C:15]([C:17]1[CH:18]=[C:19]([NH2:23])[CH:20]=[CH:21][CH:22]=1)#[CH:16]. (3) The reactants are: [NH2:1][C:2]1[C:3]([F:15])=[C:4]([NH:9][S:10]([CH2:13][CH3:14])(=[O:12])=[O:11])[CH:5]=[CH:6][C:7]=1[F:8].[H-].[Na+].[CH3:18][O:19][C:20]1[CH:27]=[CH:26][C:23]([CH2:24]Cl)=[CH:22][CH:21]=1. Given the product [NH2:1][C:2]1[C:3]([F:15])=[C:4]([N:9]([CH2:24][C:23]2[CH:26]=[CH:27][C:20]([O:19][CH3:18])=[CH:21][CH:22]=2)[S:10]([CH2:13][CH3:14])(=[O:12])=[O:11])[CH:5]=[CH:6][C:7]=1[F:8], predict the reactants needed to synthesize it.